This data is from Full USPTO retrosynthesis dataset with 1.9M reactions from patents (1976-2016). The task is: Predict the reactants needed to synthesize the given product. (1) Given the product [N:1]([C:4]1[CH:9]=[CH:8][CH:7]=[CH:6][C:5]=1[C:10]([C:11]1[CH:16]=[CH:15][CH:14]=[CH:13][CH:12]=1)=[O:17])=[O:2].[CH3:24][O:25][C:26]1[CH:27]=[C:28]([C:32](=[O:42])[C:33]2[CH:38]=[CH:37][CH:36]=[CH:35][C:34]=2[N:39]=[O:40])[CH:29]=[CH:30][CH:31]=1, predict the reactants needed to synthesize it. The reactants are: [N+:1]([C:4]1[CH:9]=[CH:8][CH:7]=[CH:6][C:5]=1[CH:10]([O:17]C(=O)C(Cl)(Cl)Cl)[C:11]1[CH:16]=[CH:15][CH:14]=[CH:13][CH:12]=1)([O-])=[O:2].[CH3:24][O:25][C:26]1[CH:27]=[C:28]([CH:32]([O:42]C(=O)C(Cl)(Cl)Cl)[C:33]2[CH:38]=[CH:37][CH:36]=[CH:35][C:34]=2[N+:39]([O-])=[O:40])[CH:29]=[CH:30][CH:31]=1. (2) Given the product [CH2:18]([O:17][CH:13]([C:7]1[CH:12]=[CH:11][CH:10]=[CH:9][CH:8]=1)[C:14]([CH3:16])=[CH2:15])[CH:19]=[CH:20][CH3:21], predict the reactants needed to synthesize it. The reactants are: CC([O-])(C)C.[K+].[C:7]1([CH:13]([OH:17])[C:14]([CH3:16])=[CH2:15])[CH:12]=[CH:11][CH:10]=[CH:9][CH:8]=1.[CH2:18](Cl)[CH:19]=[CH:20][CH3:21]. (3) Given the product [CH3:33][N:34]([CH3:35])[C:29]([C:27]1[O:28][C:24]([CH2:23][N:3]2[C:4]3[C:9](=[CH:8][CH:7]=[CH:6][CH:5]=3)[C:10]3([C:22]4[C:13](=[CH:14][C:15]5[O:20][CH2:19][CH2:18][O:17][C:16]=5[CH:21]=4)[O:12][CH2:11]3)[C:2]2=[O:1])=[CH:25][CH:26]=1)=[O:31], predict the reactants needed to synthesize it. The reactants are: [O:1]=[C:2]1[C:10]2([C:22]3[C:13](=[CH:14][C:15]4[O:20][CH2:19][CH2:18][O:17][C:16]=4[CH:21]=3)[O:12][CH2:11]2)[C:9]2[C:4](=[CH:5][CH:6]=[CH:7][CH:8]=2)[N:3]1[CH2:23][C:24]1[O:28][C:27]([C:29]([OH:31])=O)=[CH:26][CH:25]=1.Cl.[CH3:33][NH:34][CH3:35].O.ON1C2C=CC=CC=2N=N1.CN1CCOCC1. (4) Given the product [Cl:1][C:2]1[CH:3]=[CH:4][C:5]([CH:8]([CH2:22][CH3:23])[C:9]([NH:11][N:12]2[C:13](=[O:21])[C:14]3[C:15](=[CH:16][CH:17]=[CH:18][CH:19]=3)[N:20]=[C:28]2[SH:29])=[O:10])=[CH:6][CH:7]=1, predict the reactants needed to synthesize it. The reactants are: [Cl:1][C:2]1[CH:7]=[CH:6][C:5]([CH:8]([CH2:22][CH3:23])[C:9]([NH:11][NH:12][C:13](=[O:21])[C:14]2[CH:19]=[CH:18][CH:17]=[CH:16][C:15]=2[NH2:20])=[O:10])=[CH:4][CH:3]=1.[K+].C(O[C:28]([S-])=[S:29])C. (5) Given the product [F:21][CH:2]([F:1])[O:3][C:4]1[CH:9]=[CH:8][C:7]([C:10]#[C:11][C:12]2[CH:13]=[CH:14][C:15]([F:19])=[C:16]([O:18][CH:23]([CH3:25])[CH3:24])[CH:17]=2)=[CH:6][C:5]=1[CH3:20], predict the reactants needed to synthesize it. The reactants are: [F:1][CH:2]([F:21])[O:3][C:4]1[CH:9]=[CH:8][C:7]([C:10]#[C:11][C:12]2[CH:13]=[CH:14][C:15]([F:19])=[C:16]([OH:18])[CH:17]=2)=[CH:6][C:5]=1[CH3:20].I[CH:23]([CH3:25])[CH3:24].C(=O)([O-])[O-].[Cs+].[Cs+]. (6) Given the product [NH2:1][C:2]1[N:6]([CH3:7])[C:5](=[O:8])[C:4]([C:19]2[CH:24]=[CH:23][C:22]([O:25][CH:26]([F:28])[F:27])=[CH:21][CH:20]=2)([C:9]2[CH:14]=[CH:13][CH:12]=[C:11]([C:15]#[C:16][CH2:17][F:35])[CH:10]=2)[N:3]=1, predict the reactants needed to synthesize it. The reactants are: [NH2:1][C:2]1[N:6]([CH3:7])[C:5](=[O:8])[C:4]([C:19]2[CH:24]=[CH:23][C:22]([O:25][CH:26]([F:28])[F:27])=[CH:21][CH:20]=2)([C:9]2[CH:14]=[CH:13][CH:12]=[C:11]([C:15]#[C:16][CH2:17]O)[CH:10]=2)[N:3]=1.CCN(S(F)(F)[F:35])CC. (7) The reactants are: [C:1]([C:3]1[C:4]([NH:14][C:15]2[CH:25]=[CH:24][C:18]([C:19]([N:21]([CH3:23])[CH3:22])=[O:20])=[CH:17][CH:16]=2)=[N:5][N:6]([C:8]2[CH:13]=[CH:12][CH:11]=[CH:10][CH:9]=2)[CH:7]=1)#[N:2].[OH-].[Na+].CC[OH:30].OO. Given the product [CH3:22][N:21]([CH3:23])[C:19]([C:18]1[CH:17]=[CH:16][C:15]([NH:14][C:4]2[C:3]([C:1]([NH2:2])=[O:30])=[CH:7][N:6]([C:8]3[CH:9]=[CH:10][CH:11]=[CH:12][CH:13]=3)[N:5]=2)=[CH:25][CH:24]=1)=[O:20], predict the reactants needed to synthesize it.